From a dataset of Forward reaction prediction with 1.9M reactions from USPTO patents (1976-2016). Predict the product of the given reaction. (1) Given the reactants [NH2:1][C:2]([NH:4][C:5]1[S:6][C:7]([Br:14])=[CH:8][C:9]=1[C:10]([O:12]C)=O)=[O:3].C[Al](C)C.[NH2:19][C@H:20]1[CH2:26][CH2:25][CH2:24][CH2:23][N:22]([C:27]([O:29][C:30]([CH3:33])([CH3:32])[CH3:31])=[O:28])[CH2:21]1.[C@H](O)(C([O-])=O)[C@@H](O)C([O-])=O.[Na+].[K+], predict the reaction product. The product is: [NH2:1][C:2]([NH:4][C:5]1[S:6][C:7]([Br:14])=[CH:8][C:9]=1[C:10]([NH:19][C@H:20]1[CH2:26][CH2:25][CH2:24][CH2:23][N:22]([C:27]([O:29][C:30]([CH3:33])([CH3:32])[CH3:31])=[O:28])[CH2:21]1)=[O:12])=[O:3]. (2) The product is: [Cl:22][C:19]1[CH:20]=[CH:21][C:16]([CH2:15][NH:14][C:12]([C:9]2[CH:10]=[N:11][C:5]3[CH:4]=[N:3][C:2]([C:33]#[C:32][CH2:31][OH:34])=[N:7][C:6]=3[C:8]=2[OH:23])=[O:13])=[CH:17][CH:18]=1. Given the reactants Br[C:2]1[N:3]=[CH:4][C:5]2[N:11]=[CH:10][C:9]([C:12]([NH:14][CH2:15][C:16]3[CH:21]=[CH:20][C:19]([Cl:22])=[CH:18][CH:17]=3)=[O:13])=[C:8]([OH:23])[C:6]=2[N:7]=1.C(N(CC)CC)C.[CH2:31]([OH:34])[C:32]#[CH:33].[NH4+].[Cl-], predict the reaction product. (3) Given the reactants [OH:1][C:2]1[C:3]([N:8]2[C:17](=[O:18])[C:16]3[C:11](=[CH:12][C:13]([C:19]([OH:21])=O)=[CH:14][CH:15]=3)[NH:10][C:9]2=[S:22])=[N:4][CH:5]=[CH:6][CH:7]=1.[Cl:23][C:24]1[CH:25]=[C:26]([CH:29]=[CH:30][CH:31]=1)[CH2:27][NH2:28].CCN(C(C)C)C(C)C.CN(C(ON1N=NC2C=CC=NC1=2)=[N+](C)C)C.F[P-](F)(F)(F)(F)F, predict the reaction product. The product is: [Cl:23][C:24]1[CH:25]=[C:26]([CH:29]=[CH:30][CH:31]=1)[CH2:27][NH:28][C:19]([C:13]1[CH:12]=[C:11]2[C:16]([C:17](=[O:18])[N:8]([C:3]3[C:2]([OH:1])=[CH:7][CH:6]=[CH:5][N:4]=3)[C:9](=[S:22])[NH:10]2)=[CH:15][CH:14]=1)=[O:21]. (4) The product is: [Cl:1][C:2]1[CH:3]=[C:4]2[C:8](=[CH:9][CH:10]=1)[NH:7][CH:6]=[C:5]2[CH2:11][CH2:12][NH:13][C:14](=[O:23])[C:15]1[CH:20]=[CH:19][CH:18]=[C:17]([CH2:21][C:25]2[CH:30]=[CH:29][C:28]([CH3:31])=[CH:27][CH:26]=2)[CH:16]=1. Given the reactants [Cl:1][C:2]1[CH:3]=[C:4]2[C:8](=[CH:9][CH:10]=1)[NH:7][CH:6]=[C:5]2[CH2:11][CH2:12][NH:13][C:14](=[O:23])[C:15]1[CH:20]=[CH:19][CH:18]=[C:17]([CH2:21]Cl)[CH:16]=1.B(O)(O)[C:25]1[CH:26]=[CH:27][C:28]([CH3:31])=[CH:29][CH:30]=1.C(=O)([O-])[O-].[Na+].[Na+].[I-].[Na+], predict the reaction product. (5) Given the reactants [N+](C1C=CC(N2CCNCC2)=CC=1)([O-])=O.[N+:16]([C:19]1[CH:20]=[C:21]([N:25]2[CH2:30][CH2:29][NH:28][CH2:27][CH2:26]2)[CH:22]=[CH:23][CH:24]=1)([O-])=O.CS(C1N=CC2=CC=C([C:43]3C=CC=[CH:45][C:44]=3[O:49]C)N2N=1)=O.[Cl:51][C:52]1[CH:53]=[C:54]([C:58]2[N:66]3[C:61]([CH:62]=[N:63][C:64](S(C)=O)=[N:65]3)=[CH:60][CH:59]=2)[CH:55]=[CH:56][CH:57]=1, predict the reaction product. The product is: [Cl:51][C:52]1[CH:53]=[C:54]([C:58]2[N:66]3[C:61]([CH:62]=[N:63][C:64]([NH:16][C:19]4[CH:20]=[C:21]([N:25]5[CH2:30][CH2:29][N:28]([CH2:43][C@@H:44]([OH:49])[CH3:45])[CH2:27][CH2:26]5)[CH:22]=[CH:23][CH:24]=4)=[N:65]3)=[CH:60][CH:59]=2)[CH:55]=[CH:56][CH:57]=1. (6) Given the reactants [CH3:1][C:2]1[N:6]=[C:5]([CH:7]([NH:18]C(=O)OC(C)(C)C)[C:8]2[CH:13]=[CH:12][CH:11]=[C:10]([C:14]([F:17])([F:16])[F:15])[CH:9]=2)[O:4][N:3]=1.[ClH:26], predict the reaction product. The product is: [ClH:26].[CH3:1][C:2]1[N:6]=[C:5]([CH:7]([C:8]2[CH:13]=[CH:12][CH:11]=[C:10]([C:14]([F:17])([F:15])[F:16])[CH:9]=2)[NH2:18])[O:4][N:3]=1. (7) Given the reactants [CH2:1]([O:8][C:9]([NH:11][C@H:12]([C:16]([OH:18])=[O:17])[CH:13]([CH3:15])[CH3:14])=[O:10])[C:2]1[CH:7]=[CH:6][CH:5]=[CH:4][CH:3]=1.[CH:28]1(N=C=N[CH:28]2[CH2:33][CH2:32][CH2:31][CH2:30][CH2:29]2)[CH2:33][CH2:32][CH2:31][CH2:30][CH2:29]1, predict the reaction product. The product is: [CH2:1]([O:8][C:9]([NH:11][C@H:12]([C:16]([O:18][CH2:3][CH2:2][CH2:1][O:8][CH2:9][C:28]1[CH:29]=[CH:30][CH:31]=[CH:32][CH:33]=1)=[O:17])[CH:13]([CH3:15])[CH3:14])=[O:10])[C:2]1[CH:3]=[CH:4][CH:5]=[CH:6][CH:7]=1.